From a dataset of Full USPTO retrosynthesis dataset with 1.9M reactions from patents (1976-2016). Predict the reactants needed to synthesize the given product. Given the product [F:12][C:13]1[CH:18]=[C:17]([F:19])[CH:16]=[CH:15][C:14]=1[C:20]1[O:24][N:23]=[C:22]([CH:25]2[CH2:30][CH2:29][CH2:28][N:27]([C:6]([C:5]3[CH:4]=[N:3][C:2]([F:1])=[CH:10][CH:9]=3)=[O:8])[CH2:26]2)[N:21]=1, predict the reactants needed to synthesize it. The reactants are: [F:1][C:2]1[CH:10]=[CH:9][C:5]([C:6]([OH:8])=O)=[CH:4][N:3]=1.Cl.[F:12][C:13]1[CH:18]=[C:17]([F:19])[CH:16]=[CH:15][C:14]=1[C:20]1[O:24][N:23]=[C:22]([CH:25]2[CH2:30][CH2:29][CH2:28][NH:27][CH2:26]2)[N:21]=1.